The task is: Predict which catalyst facilitates the given reaction.. This data is from Catalyst prediction with 721,799 reactions and 888 catalyst types from USPTO. (1) Reactant: Br[C:2]1[CH:11]=[N:10][C:9]2[C:4](=[CH:5][CH:6]=[C:7]([OH:21])[C:8]=2[C:12]([NH:14][CH2:15][C:16]([O:18][CH2:19][CH3:20])=[O:17])=[O:13])[N:3]=1.[N:22]1[CH:27]=[CH:26][CH:25]=[C:24](B(O)O)[CH:23]=1.C(=O)([O-])[O-].[K+].[K+]. Product: [OH:21][C:7]1[C:8]([C:12]([NH:14][CH2:15][C:16]([O:18][CH2:19][CH3:20])=[O:17])=[O:13])=[C:9]2[C:4](=[CH:5][CH:6]=1)[N:3]=[C:2]([C:24]1[CH:23]=[N:22][CH:27]=[CH:26][CH:25]=1)[CH:11]=[N:10]2. The catalyst class is: 70. (2) Reactant: Br[C:2]1[C:10]2[N:9]3[CH2:11][CH2:12][NH:13][C:14](=[O:15])[C:8]3=[C:7]([CH3:16])[C:6]=2[CH:5]=[C:4]([F:17])[CH:3]=1.[CH3:18][C:19]1([CH3:35])[C:23]([CH3:25])([CH3:24])[O:22][B:21]([B:21]2[O:22][C:23]([CH3:25])([CH3:24])[C:19]([CH3:35])([CH3:18])[O:20]2)[O:20]1.C([O-])(=O)C.[K+]. Product: [F:17][C:4]1[CH:3]=[C:2]([B:21]2[O:22][C:23]([CH3:25])([CH3:24])[C:19]([CH3:35])([CH3:18])[O:20]2)[C:10]2[N:9]3[CH2:11][CH2:12][NH:13][C:14](=[O:15])[C:8]3=[C:7]([CH3:16])[C:6]=2[CH:5]=1. The catalyst class is: 12.